Dataset: Reaction yield outcomes from USPTO patents with 853,638 reactions. Task: Predict the reaction yield, written as a fraction of the theoretical maximum amount of product (1.0 means a 100% yield; for example, 0.34 means a 34% yield). The reactants are [Br:1][C:2]1[N:7]=[C:6]2[C:8]([CH3:28])=[C:9]([CH:11]([NH:18][C:19]3[CH:27]=[CH:26][C:22](C(O)=O)=[CH:21][CH:20]=3)[CH:12]3[CH2:17][CH2:16][CH2:15][CH2:14][CH2:13]3)[O:10][C:5]2=[CH:4][CH:3]=1.CNC[CH2:32][C:33]([O:35][CH2:36][CH3:37])=[O:34].O.ON1C2C=CC=CC=2N=N1.Cl.C(N=C=NCCCN(C)C)C.[Cl-].[NH4+].[CH3:63][N:64]([CH3:67])[CH:65]=[O:66]. The catalyst is C(N(CC)CC)C. The product is [Br:1][C:2]1[N:7]=[C:6]2[C:8]([CH3:28])=[C:9]([CH:11]([NH:18][C:19]3[CH:27]=[CH:26][C:22]([C:65]([N:64]([CH3:67])[CH2:63][CH2:32][C:33]([O:35][CH2:36][CH3:37])=[O:34])=[O:66])=[CH:21][CH:20]=3)[CH:12]3[CH2:17][CH2:16][CH2:15][CH2:14][CH2:13]3)[O:10][C:5]2=[CH:4][CH:3]=1. The yield is 0.840.